This data is from Full USPTO retrosynthesis dataset with 1.9M reactions from patents (1976-2016). The task is: Predict the reactants needed to synthesize the given product. (1) Given the product [CH2:27]([C:29]1[O:30][C:31]([C:35]([NH:1][C:2]2[CH:3]=[CH:4][C:5]([C:8]3[CH:9]=[CH:10][C:11]([C:14]45[CH2:19][CH2:18][C:17]([CH2:22][C:23]([OH:25])=[O:24])([CH2:20][CH2:21]4)[O:16][CH2:15]5)=[CH:12][CH:13]=3)=[N:6][CH:7]=2)=[O:36])=[C:32]([CH3:34])[N:33]=1)[CH3:28], predict the reactants needed to synthesize it. The reactants are: [NH2:1][C:2]1[CH:3]=[CH:4][C:5]([C:8]2[CH:13]=[CH:12][C:11]([C:14]34[CH2:21][CH2:20][C:17]([CH2:22][C:23]([O:25]C)=[O:24])([CH2:18][CH2:19]3)[O:16][CH2:15]4)=[CH:10][CH:9]=2)=[N:6][CH:7]=1.[CH2:27]([C:29]1[O:30][C:31]([C:35](O)=[O:36])=[C:32]([CH3:34])[N:33]=1)[CH3:28]. (2) Given the product [CH3:3][CH:2]([O:4][C:5]1[CH:6]=[C:7]([O:8][C:9]2[CH:14]=[CH:13][C:12]([S:15]([CH3:18])(=[O:16])=[O:17])=[CH:11][N:10]=2)[CH:19]=[CH:20][C:21]=1[NH2:22])[CH3:1], predict the reactants needed to synthesize it. The reactants are: [CH3:1][CH:2]([O:4][C:5]1[CH:6]=[C:7]([CH:19]=[CH:20][C:21]=1[N+:22]([O-])=O)[O:8][C:9]1[CH:14]=[CH:13][C:12]([S:15]([CH3:18])(=[O:17])=[O:16])=[CH:11][N:10]=1)[CH3:3].[Cl-].[Ca+2].[Cl-].C(O)C. (3) Given the product [F:3][C:4]1[CH:5]=[CH:6][C:7]([N:10]2[CH:14]=[C:13]([C:15]([NH:37][C@@H:35]([C:27]3[CH:26]=[N+:25]([O-:24])[C:30]([C:31]([F:32])([F:33])[F:34])=[CH:29][CH:28]=3)[CH3:36])=[O:17])[C:12]([C:18]3[S:22][C:21]([CH3:23])=[N:20][CH:19]=3)=[N:11]2)=[N:8][CH:9]=1, predict the reactants needed to synthesize it. The reactants are: [Cl-].[Na+].[F:3][C:4]1[CH:5]=[CH:6][C:7]([N:10]2[CH:14]=[C:13]([C:15]([OH:17])=O)[C:12]([C:18]3[S:22][C:21]([CH3:23])=[N:20][CH:19]=3)=[N:11]2)=[N:8][CH:9]=1.[O-:24][N+:25]1[C:30]([C:31]([F:34])([F:33])[F:32])=[CH:29][CH:28]=[C:27]([C@H:35]([NH2:37])[CH3:36])[CH:26]=1.C(Cl)CCl.C1C=NC2N(O)N=NC=2C=1.C(N(CC)CC)C.C([O-])(O)=O.[Na+]. (4) Given the product [C:15]([O:14][C:13]([NH:12][CH:3]([C:4](=[N:33][OH:34])[C:5]1[CH:10]=[CH:9][N:8]=[CH:7][CH:6]=1)[C:2]([N:20]1[CH2:24][CH2:23][CH2:22][CH2:21]1)=[O:1])=[O:19])([CH3:18])([CH3:17])[CH3:16], predict the reactants needed to synthesize it. The reactants are: [O:1]=[C:2]([N:20]1[CH2:24][CH2:23][CH2:22][CH2:21]1)[CH:3]([NH:12][C:13](=[O:19])[O:14][C:15]([CH3:18])([CH3:17])[CH3:16])[C:4](=O)[C:5]1[CH:10]=[CH:9][N:8]=[CH:7][CH:6]=1.CCN(CC)CC.Cl.[NH2:33][OH:34]. (5) Given the product [CH2:1]([O:3][C:4]([C:6]1[C:14]2[C:9](=[CH:10][C:11]([OH:15])=[CH:12][CH:13]=2)[N:8]([CH:33]2[CH2:38][CH2:37][CH2:36][CH2:35][O:34]2)[N:7]=1)=[O:5])[CH3:2], predict the reactants needed to synthesize it. The reactants are: [CH2:1]([O:3][C:4]([C:6]1[C:14]2[C:9](=[CH:10][C:11]([O:15][Si](C(C)(C)C)(C3C=CC=CC=3)C3C=CC=CC=3)=[CH:12][CH:13]=2)[N:8]([CH:33]2[CH2:38][CH2:37][CH2:36][CH2:35][O:34]2)[N:7]=1)=[O:5])[CH3:2].CCCC[N+](CCCC)(CCCC)CCCC.[F-].C1COCC1.C(OCC)(=O)C. (6) Given the product [C:5]1([C@@H:11]2[C@@H:15]([C:16]3[CH:17]=[CH:18][CH:19]=[CH:20][CH:21]=3)[O:14][C:13]3([CH2:26][CH2:25][CH2:24][C@H:23]4[C@@H:22]3[CH2:3]4)[O:12]2)[CH:10]=[CH:9][CH:8]=[CH:7][CH:6]=1, predict the reactants needed to synthesize it. The reactants are: Cl.I[CH2:3]I.[C:5]1([C@@H:11]2[C@@H:15]([C:16]3[CH:21]=[CH:20][CH:19]=[CH:18][CH:17]=3)[O:14][C:13]3([CH2:26][CH2:25][CH2:24][CH:23]=[CH:22]3)[O:12]2)[CH:10]=[CH:9][CH:8]=[CH:7][CH:6]=1.